Task: Predict the reaction yield, written as a fraction of the theoretical maximum amount of product (1.0 means a 100% yield; for example, 0.34 means a 34% yield).. Dataset: Reaction yield outcomes from USPTO patents with 853,638 reactions (1) The reactants are S(=O)(=O)(O)O.[CH3:6][C:7]1([CH2:16][OH:17])[C:13]2([CH2:15][CH2:14]2)[CH:11]2[CH2:12][CH:8]1[CH2:9][CH2:10]2.S(=O)(O)[O-:19].[Na+]. The catalyst is O.CC(C)=O.C(OCC)(=O)C.[O-2].[O-2].[O-2].[Cr+6]. The product is [CH3:6][C:7]1([C:16]([OH:19])=[O:17])[C:13]2([CH2:15][CH2:14]2)[CH:11]2[CH2:12][CH:8]1[CH2:9][CH2:10]2. The yield is 0.580. (2) The reactants are FC(F)(F)C(O)=O.[CH3:8][O:9][C:10]([C:12]1[CH2:16][CH2:15][CH2:14][CH:13]=1)=[O:11].[CH2:17]([N:24]([CH2:30]OC)[CH2:25][Si](C)(C)C)[C:18]1[CH:23]=[CH:22][CH:21]=[CH:20][CH:19]=1. The catalyst is ClCCl. The product is [CH3:8][O:9][C:10]([C@:12]12[CH2:16][CH2:15][CH2:14][C@H:13]1[CH2:30][N:24]([CH2:17][C:18]1[CH:23]=[CH:22][CH:21]=[CH:20][CH:19]=1)[CH2:25]2)=[O:11]. The yield is 0.830. (3) The reactants are C1C=CC(P(C2C=CC=CC=2)C2C=CC=CC=2)=CC=1.CC(OC(/N=N/C(OC(C)C)=O)=O)C.[I:34][C:35]1[C:39]([C:40]([O:42][CH2:43][CH3:44])=[O:41])=[C:38]([C:45]([O:47][CH2:48][CH3:49])=[O:46])[NH:37][N:36]=1.[F:50][C:51]([F:64])([F:63])[CH:52]([NH:55][C:56](=[O:62])[O:57][C:58]([CH3:61])([CH3:60])[CH3:59])[CH2:53]O. The catalyst is C1COCC1.O. The product is [C:58]([O:57][C:56]([NH:55][CH:52]([C:51]([F:50])([F:63])[F:64])[CH2:53][N:37]1[C:38]([C:45]([O:47][CH2:48][CH3:49])=[O:46])=[C:39]([C:40]([O:42][CH2:43][CH3:44])=[O:41])[C:35]([I:34])=[N:36]1)=[O:62])([CH3:59])([CH3:60])[CH3:61]. The yield is 0.880. (4) The reactants are [CH2:1]([O:8][CH:9]([C:14]1[CH:15]=[C:16]([CH:36]=[CH:37][CH:38]=1)[CH2:17][C:18]1[N:19]=[C:20](O)[C:21]2[C:29]3[C:24](=[CH:25][C:26]([C:30]([O:32][CH3:33])=[O:31])=[CH:27][CH:28]=3)[NH:23][C:22]=2[N:34]=1)[C:10]([F:13])([F:12])[F:11])[C:2]1[CH:7]=[CH:6][CH:5]=[CH:4][CH:3]=1.P(Cl)(Cl)([Cl:41])=O. The catalyst is C([O-])(O)=O.[Na+]. The product is [CH2:1]([O:8][CH:9]([C:14]1[CH:15]=[C:16]([CH:36]=[CH:37][CH:38]=1)[CH2:17][C:18]1[N:19]=[C:20]([Cl:41])[C:21]2[C:29]3[C:24](=[CH:25][C:26]([C:30]([O:32][CH3:33])=[O:31])=[CH:27][CH:28]=3)[NH:23][C:22]=2[N:34]=1)[C:10]([F:13])([F:12])[F:11])[C:2]1[CH:7]=[CH:6][CH:5]=[CH:4][CH:3]=1. The yield is 0.920. (5) The reactants are [C:1]([O:5][C:6](=[O:35])[N:7]([C:16]1[S:17][C@:18]2([CH2:33][OH:34])[C@H:20]([C@:21]([C:25]3[CH:30]=[CH:29][CH:28]=[C:27]([F:31])[C:26]=3[F:32])([CH2:23][F:24])[N:22]=1)[CH2:19]2)[CH2:8][O:9][CH2:10][CH2:11][Si:12]([CH3:15])([CH3:14])[CH3:13])([CH3:4])([CH3:3])[CH3:2]. The catalyst is C(Cl)Cl.CS(C)=O.O. The product is [C:1]([O:5][C:6](=[O:35])[N:7]([C:16]1[S:17][C@:18]2([CH:33]=[O:34])[C@H:20]([C@:21]([C:25]3[CH:30]=[CH:29][CH:28]=[C:27]([F:31])[C:26]=3[F:32])([CH2:23][F:24])[N:22]=1)[CH2:19]2)[CH2:8][O:9][CH2:10][CH2:11][Si:12]([CH3:15])([CH3:13])[CH3:14])([CH3:4])([CH3:2])[CH3:3]. The yield is 0.930. (6) The reactants are Br[C:2]1[CH:7]=[CH:6][C:5]([C@@H:8]([N:10]2[CH2:15][CH2:14][C@:13]([CH2:22][C:23]([OH:26])([CH3:25])[CH3:24])([C:16]3[CH:21]=[CH:20][CH:19]=[CH:18][CH:17]=3)[O:12][C:11]2=[O:27])[CH3:9])=[CH:4][CH:3]=1.[CH3:28][O:29][C:30]1[CH:35]=[C:34](B2OC(C)(C)C(C)(C)O2)[CH:33]=[CH:32][N:31]=1. The catalyst is C1C=CC(P(C2C=CC=CC=2)[C-]2C=CC=C2)=CC=1.C1C=CC(P(C2C=CC=CC=2)[C-]2C=CC=C2)=CC=1.Cl[Pd]Cl.[Fe+2]. The product is [OH:26][C:23]([CH3:25])([CH3:24])[CH2:22][C@@:13]1([C:16]2[CH:21]=[CH:20][CH:19]=[CH:18][CH:17]=2)[O:12][C:11](=[O:27])[N:10]([C@H:8]([C:5]2[CH:6]=[CH:7][C:2]([C:34]3[CH:33]=[CH:32][N:31]=[C:30]([O:29][CH3:28])[CH:35]=3)=[CH:3][CH:4]=2)[CH3:9])[CH2:15][CH2:14]1. The yield is 1.00.